The task is: Predict the reactants needed to synthesize the given product.. This data is from Full USPTO retrosynthesis dataset with 1.9M reactions from patents (1976-2016). (1) The reactants are: Cl[C:2]1[N:7]=[C:6]([NH:8][C:9]2[N:14]=[CH:13][C:12]3[N:15]=[C:16]([CH3:21])[N:17]([CH:18]([CH3:20])[CH3:19])[C:11]=3[CH:10]=2)[CH:5]=[CH:4][N:3]=1.C[O:23][C:24]([C:26]1[CH:31]=[CH:30][C:29](B(O)O)=[CH:28][N:27]=1)=[O:25]. Given the product [CH:18]([N:17]1[C:11]2[CH:10]=[C:9]([NH:8][C:6]3[CH:5]=[CH:4][N:3]=[C:2]([C:29]4[CH:30]=[CH:31][C:26]([C:24]([OH:25])=[O:23])=[N:27][CH:28]=4)[N:7]=3)[N:14]=[CH:13][C:12]=2[N:15]=[C:16]1[CH3:21])([CH3:20])[CH3:19], predict the reactants needed to synthesize it. (2) Given the product [OH:4][C:5]1[C:14]([CH3:15])=[C:13]2[C:8]([C:9]([CH3:29])=[C:10]([CH2:17][N:18]3[C:19](=[O:28])[C:20]4=[CH:27][CH:26]=[CH:25][CH:24]=[C:21]4[C:22]3=[O:23])[C:11](=[O:16])[O:12]2)=[CH:7][CH:6]=1, predict the reactants needed to synthesize it. The reactants are: C([O:4][C:5]1[C:14]([CH3:15])=[C:13]2[C:8]([C:9]([CH3:29])=[C:10]([CH2:17][N:18]3[C:22](=[O:23])[C:21]4=[CH:24][CH:25]=[CH:26][CH:27]=[C:20]4[C:19]3=[O:28])[C:11](=[O:16])[O:12]2)=[CH:7][CH:6]=1)(=O)C.OS(O)(=O)=O. (3) Given the product [ClH:31].[NH2:8][CH2:9][CH2:10][CH2:11][N:12]1[C:16]2[CH:17]=[C:18]([C:21]([OH:23])=[O:22])[CH:19]=[CH:20][C:15]=2[N:14]=[C:13]1[C:24]([O:25][CH3:26])=[O:27], predict the reactants needed to synthesize it. The reactants are: C(OC([NH:8][CH2:9][CH2:10][CH2:11][N:12]1[C:16]2[CH:17]=[C:18]([C:21]([OH:23])=[O:22])[CH:19]=[CH:20][C:15]=2[N:14]=[C:13]1[C:24](OC)([O:27]C)[O:25][CH3:26])=O)(C)(C)C.[ClH:31]. (4) Given the product [CH:1]1([C:7]2([O:36][CH3:37])[CH2:8][CH2:9][N:10]([C:13]3[CH:14]=[CH:15][C:16]([C:19]4[S:23][C:22]([C@H:24]5[CH2:25][CH2:26][C@H:27]([C:30](=[O:31])[CH3:38])[CH2:28][CH2:29]5)=[N:21][N:20]=4)=[CH:17][CH:18]=3)[CH2:11][CH2:12]2)[CH2:6][CH2:5][CH2:4][CH2:3][CH2:2]1, predict the reactants needed to synthesize it. The reactants are: [CH:1]1([C:7]2([O:36][CH3:37])[CH2:12][CH2:11][N:10]([C:13]3[CH:18]=[CH:17][C:16]([C:19]4[S:23][C:22]([C@H:24]5[CH2:29][CH2:28][C@H:27]([C:30](N(OC)C)=[O:31])[CH2:26][CH2:25]5)=[N:21][N:20]=4)=[CH:15][CH:14]=3)[CH2:9][CH2:8]2)[CH2:6][CH2:5][CH2:4][CH2:3][CH2:2]1.[CH3:38]OCCOC.C[Li].C(OCC)C. (5) Given the product [I:1][C:2]1[CH:7]=[CH:6][C:5]([O:8][CH2:10][CH2:11][N:12]2[CH2:17][CH2:16][CH:15]([CH3:18])[CH2:14][CH2:13]2)=[CH:4][CH:3]=1, predict the reactants needed to synthesize it. The reactants are: [I:1][C:2]1[CH:7]=[CH:6][C:5]([OH:8])=[CH:4][CH:3]=1.Cl[CH2:10][CH2:11][N:12]1[CH2:17][CH2:16][CH:15]([CH3:18])[CH2:14][CH2:13]1.C(=O)([O-])[O-].[K+].[K+]. (6) Given the product [CH:29]1([C:26]2[CH:27]=[N:28][C:19]([NH:17][C:13]3[CH:12]=[CH:11][C:10]4[C:15](=[CH:16][C:7]([C:1]5[CH:6]=[CH:5][CH:4]=[CH:3][CH:2]=5)=[CH:8][CH:9]=4)[CH:14]=3)=[C:20]([CH:25]=2)[C:21]([O:23][CH3:24])=[O:22])[CH2:30][CH2:31]1, predict the reactants needed to synthesize it. The reactants are: [C:1]1([C:7]2[CH:16]=[C:15]3[C:10]([CH:11]=[CH:12][C:13]([NH2:17])=[CH:14]3)=[CH:9][CH:8]=2)[CH:6]=[CH:5][CH:4]=[CH:3][CH:2]=1.Cl[C:19]1[N:28]=[CH:27][C:26]([CH:29]2[CH2:31][CH2:30]2)=[CH:25][C:20]=1[C:21]([O:23][CH3:24])=[O:22].C(=O)([O-])[O-].[Cs+].[Cs+]. (7) Given the product [N+:36]([C:24]1[CH:25]=[C:26]([S:29]([C:32]([F:35])([F:34])[F:33])(=[O:30])=[O:31])[CH:27]=[CH:28][C:23]=1[O:22][C:19]1[CH:18]=[CH:17][C:16]([S:13]([C:10]2[CH:9]=[CH:8][C:7]([O:6][CH2:5][C:4]([OH:39])=[O:3])=[CH:12][CH:11]=2)(=[O:15])=[O:14])=[CH:21][CH:20]=1)([O-:38])=[O:37], predict the reactants needed to synthesize it. The reactants are: C([O:3][C:4](=[O:39])[CH2:5][O:6][C:7]1[CH:12]=[CH:11][C:10]([S:13]([C:16]2[CH:21]=[CH:20][C:19]([O:22][C:23]3[CH:28]=[CH:27][C:26]([S:29]([C:32]([F:35])([F:34])[F:33])(=[O:31])=[O:30])=[CH:25][C:24]=3[N+:36]([O-:38])=[O:37])=[CH:18][CH:17]=2)(=[O:15])=[O:14])=[CH:9][CH:8]=1)C.[OH-].[Na+].